Dataset: Full USPTO retrosynthesis dataset with 1.9M reactions from patents (1976-2016). Task: Predict the reactants needed to synthesize the given product. (1) Given the product [Cl:21][C:22]1[CH:23]=[C:24]([NH:25][C:2]2[C:3]3[N:10]([CH2:11][CH2:12][NH:13][C:14](=[O:20])[O:15][C:16]([CH3:19])([CH3:18])[CH3:17])[CH:9]=[CH:8][C:4]=3[N:5]=[CH:6][N:7]=2)[CH:26]=[CH:27][C:28]=1[O:29][C:30]1[CH:38]=[CH:37][C:36]([Cl:39])=[C:35]2[C:31]=1[CH:32]=[N:33][NH:34]2, predict the reactants needed to synthesize it. The reactants are: Cl[C:2]1[C:3]2[N:10]([CH2:11][CH2:12][NH:13][C:14](=[O:20])[O:15][C:16]([CH3:19])([CH3:18])[CH3:17])[CH:9]=[CH:8][C:4]=2[N:5]=[CH:6][N:7]=1.[Cl:21][C:22]1[CH:23]=[C:24]([CH:26]=[CH:27][C:28]=1[O:29][C:30]1[CH:38]=[CH:37][C:36]([Cl:39])=[C:35]2[C:31]=1[CH:32]=[N:33][NH:34]2)[NH2:25].C(=O)([O-])O.[Na+]. (2) Given the product [Br:87][CH2:88][CH2:89][O:90][CH2:91][CH2:92][Br:93].[Br:87][CH2:88][CH2:89][CH2:78][CH2:79][C:80]([O:82][CH3:83])=[O:81].[CH3:71][O:72][C:73]([CH2:75][CH2:76][N:77]([CH2:84][CH2:85][Br:87])[CH2:78][CH2:79][C:80]([O:82][CH3:83])=[O:81])=[O:74], predict the reactants needed to synthesize it. The reactants are: N1C2C(=CC=CC=2)CC1.CC1C=CC(N(CC(O)=O)CC(O)=O)=C(OCCOC2C=C(C3NC4C=C(C(O)=O)C=CC=4C=3)C=CC=2N(CC(O)=O)CC(O)=O)C=1.CC1C(C)(C)C2C(=CC=CC=2)N=1.CI.[CH3:71][O:72][C:73]([CH2:75][CH2:76][N:77]([CH2:84][CH2:85]O)[CH2:78][CH2:79][C:80]([O:82][CH3:83])=[O:81])=[O:74].[Br:87][CH2:88][CH2:89][O:90][CH2:91][CH2:92][Br:93].